From a dataset of Full USPTO retrosynthesis dataset with 1.9M reactions from patents (1976-2016). Predict the reactants needed to synthesize the given product. (1) Given the product [C:1]([C:3]([CH3:32])([CH3:31])[CH:4]([NH:8][C:9]([C:11]1[C:19]2[C:14](=[N:15][CH:16]=[C:17]([CH:20]3[CH2:21][CH2:22]3)[N:18]=2)[NH:13][CH:12]=1)=[O:10])[CH:5]1[CH2:6][CH2:7]1)#[N:2], predict the reactants needed to synthesize it. The reactants are: [C:1]([C:3]([CH3:32])([CH3:31])[CH:4]([NH:8][C:9]([C:11]1[C:19]2[C:14](=[N:15][CH:16]=[C:17]([CH:20]3[CH2:22][CH2:21]3)[N:18]=2)[N:13](COCC[Si](C)(C)C)[CH:12]=1)=[O:10])[CH:5]1[CH2:7][CH2:6]1)#[N:2].C(O)(C(F)(F)F)=O. (2) Given the product [F:1][C:2]1[CH:7]=[CH:6][C:5]([CH2:8][C:9]2[C:10]([N:16]3[CH2:22][C:21]4[CH:23]=[C:24]([C:27]5[CH:28]=[C:29]6[NH:35][C:34]([NH2:36])=[N:33][C:30]6=[N:31][CH:32]=5)[CH:25]=[CH:26][C:20]=4[O:19][CH2:18][CH2:17]3)=[N:11][CH:12]=[N:13][C:14]=2[CH3:15])=[CH:4][CH:3]=1, predict the reactants needed to synthesize it. The reactants are: [F:1][C:2]1[CH:7]=[CH:6][C:5]([CH2:8][C:9]2[C:10]([N:16]3[CH2:22][C:21]4[CH:23]=[C:24]([C:27]5[CH:28]=[C:29]6[NH:35][C:34]([NH:36]C(=O)OC)=[N:33][C:30]6=[N:31][CH:32]=5)[CH:25]=[CH:26][C:20]=4[O:19][CH2:18][CH2:17]3)=[N:11][CH:12]=[N:13][C:14]=2[CH3:15])=[CH:4][CH:3]=1.Cl. (3) Given the product [I:31][C:20]1[C:19]([CH2:28][CH2:29][CH3:30])=[N:18][N:17]([CH3:16])[C:21]=1[C:22]1[S:23][CH:24]=[CH:25][C:26]=1[CH3:27], predict the reactants needed to synthesize it. The reactants are: CN1C(CCC)=CC(C2SC=CC=2C)=N1.[CH3:16][N:17]1[C:21]([C:22]2[S:23][CH:24]=[CH:25][C:26]=2[CH3:27])=[CH:20][C:19]([CH2:28][CH2:29][CH3:30])=[N:18]1.[I:31]N1C(=O)CCC1=O.S([O-])([O-])(=O)=S.[Na+].[Na+].C(=O)([O-])[O-].[Na+].[Na+].IC1C(C2SC=CC=2C)=NN(C)C=1CCC.